From a dataset of Reaction yield outcomes from USPTO patents with 853,638 reactions. Predict the reaction yield, written as a fraction of the theoretical maximum amount of product (1.0 means a 100% yield; for example, 0.34 means a 34% yield). (1) The reactants are [CH2:1]([C:3]1[C:11]2[C:6](=[CH:7][CH:8]=[CH:9][C:10]=2[NH:12][C:13]([C:15]2[N:19]3[CH:20]=[CH:21][CH:22]=[CH:23][C:18]3=[N:17][CH:16]=2)=[O:14])[N:5]([CH2:24][C:25]2[N:30]=[C:29]([O:31][CH2:32][CH2:33][NH:34]C(=O)OC(C)(C)C)[CH:28]=[CH:27][CH:26]=2)[N:4]=1)[CH3:2].[ClH:42]. The catalyst is C(OCC)(=O)C. The product is [ClH:42].[ClH:42].[NH2:34][CH2:33][CH2:32][O:31][C:29]1[N:30]=[C:25]([CH2:24][N:5]2[C:6]3[C:11](=[C:10]([NH:12][C:13]([C:15]4[N:19]5[CH:20]=[CH:21][CH:22]=[CH:23][C:18]5=[N:17][CH:16]=4)=[O:14])[CH:9]=[CH:8][CH:7]=3)[C:3]([CH2:1][CH3:2])=[N:4]2)[CH:26]=[CH:27][CH:28]=1. The yield is 0.690. (2) The reactants are Br[C:2]1[CH:14]=[CH:13][C:5]([C:6]([O:8][C:9]([CH3:12])([CH3:11])[CH3:10])=[O:7])=[C:4]([Cl:15])[CH:3]=1.C([O-])([O-])=O.[K+].[K+].[C:22]1(C)C=CC=C[CH:23]=1. The catalyst is C1C=CC([P]([Pd]([P](C2C=CC=CC=2)(C2C=CC=CC=2)C2C=CC=CC=2)([P](C2C=CC=CC=2)(C2C=CC=CC=2)C2C=CC=CC=2)[P](C2C=CC=CC=2)(C2C=CC=CC=2)C2C=CC=CC=2)(C2C=CC=CC=2)C2C=CC=CC=2)=CC=1. The product is [Cl:15][C:4]1[CH:3]=[C:2]([CH:22]=[CH2:23])[CH:14]=[CH:13][C:5]=1[C:6]([O:8][C:9]([CH3:12])([CH3:11])[CH3:10])=[O:7]. The yield is 0.460.